Dataset: Forward reaction prediction with 1.9M reactions from USPTO patents (1976-2016). Task: Predict the product of the given reaction. (1) Given the reactants [CH3:1][O:2][C:3]1[CH:11]=[CH:10][C:9]([C:12]2[CH:17]=[C:16]([NH:18][CH2:19][CH2:20][C:21]3[CH:26]=[CH:25][C:24]([O:27][CH3:28])=[CH:23][CH:22]=3)[N:15]=[C:14]([O:29][CH3:30])[N:13]=2)=[CH:8][C:4]=1[CH:5]=[N:6]O.C1(P(C2C=CC=CC=2)C2C=CC=CC=2)C=CC=CC=1.ClN1C(=O)CCC1=O, predict the reaction product. The product is: [CH3:1][O:2][C:3]1[CH:11]=[CH:10][C:9]([C:12]2[CH:17]=[C:16]([NH:18][CH2:19][CH2:20][C:21]3[CH:22]=[CH:23][C:24]([O:27][CH3:28])=[CH:25][CH:26]=3)[N:15]=[C:14]([O:29][CH3:30])[N:13]=2)=[CH:8][C:4]=1[C:5]#[N:6]. (2) Given the reactants [NH:1]1[C:5]2=[N:6][CH:7]=[CH:8][CH:9]=[C:4]2[C:3]([C:10](=O)[CH3:11])=[CH:2]1.C([SiH](CC)CC)C, predict the reaction product. The product is: [CH2:10]([C:3]1[C:4]2[C:5](=[N:6][CH:7]=[CH:8][CH:9]=2)[NH:1][CH:2]=1)[CH3:11]. (3) Given the reactants [C:1]([O-:4])(=O)[CH3:2].C([O:7][CH2:8][CH3:9])=O.[O-][CH2:11]C.[Na+].[NH2:14][C:15]([NH2:17])=[O:16], predict the reaction product. The product is: [CH2:8]([O:7][C:2]1[C:1]([OH:4])=[N:14][C:15]([OH:16])=[N:17][CH:11]=1)[CH3:9]. (4) Given the reactants FC(F)(F)C(O)=O.C(O[C:13]([N:15]1[CH2:20][CH2:19][N:18]([C:21]([C:23]2[CH:27]=[C:26]([C:28]3[CH:33]=[C:32]([O:34][CH2:35][CH3:36])[CH:31]=[CH:30][N:29]=3)[N:25]([C:37]3[CH:38]=[N:39][C:40]([O:43][CH3:44])=[CH:41][CH:42]=3)[N:24]=2)=[O:22])[CH2:17][CH2:16]1)=O)(C)(C)C, predict the reaction product. The product is: [CH2:35]([O:34][C:32]1[CH:31]=[CH:30][N:29]=[C:28]([C:26]2[N:25]([C:37]3[CH:38]=[N:39][C:40]([O:43][CH3:44])=[CH:41][CH:42]=3)[N:24]=[C:23]([C:21]([N:18]3[CH2:19][CH2:20][N:15]([CH3:13])[CH2:16][CH2:17]3)=[O:22])[CH:27]=2)[CH:33]=1)[CH3:36]. (5) Given the reactants [CH3:1][C:2]1([CH3:18])[C:6]([CH3:8])([CH3:7])[O:5][B:4]([CH:9]=[CH:10][CH:11]([OH:17])[CH2:12][CH2:13][CH2:14][CH2:15][CH3:16])[O:3]1.[H-].[Na+].[CH2:21](Br)[CH:22]=[CH2:23], predict the reaction product. The product is: [CH2:23]([O:17][CH:11]([CH2:12][CH2:13][CH2:14][CH2:15][CH3:16])/[CH:10]=[CH:9]/[B:4]1[O:3][C:2]([CH3:1])([CH3:18])[C:6]([CH3:7])([CH3:8])[O:5]1)[CH:22]=[CH2:21]. (6) Given the reactants [CH2:1]1[CH2:10][C:8](=O)[C:4]2[CH:5]=[CH:6][S:7][C:3]=2[CH2:2]1.O.NN.[OH-].[K+].O, predict the reaction product. The product is: [S:7]1[C:6]([CH2:5][C:4]2[CH:8]=[CH:10][CH:1]=[CH:2][CH:3]=2)=[CH:5][C:4]2[CH2:8][CH2:10][CH2:1][CH2:2][C:3]1=2.